This data is from Reaction yield outcomes from USPTO patents with 853,638 reactions. The task is: Predict the reaction yield, written as a fraction of the theoretical maximum amount of product (1.0 means a 100% yield; for example, 0.34 means a 34% yield). (1) The reactants are C1(P(C2C=CC=CC=2)C2C=CC=CC=2)C=CC=CC=1.BrN1C(=O)CCC1=O.[Cl:28][C:29]1[CH:30]=[C:31]([CH:44]([CH2:48][CH:49]2[CH2:54][CH2:53][CH2:52][CH2:51][CH2:50]2)[C:45](O)=[O:46])[CH:32]=[CH:33][C:34]=1[N:35]1[C:39]([C:40]([F:43])([F:42])[F:41])=[N:38][N:37]=[N:36]1.[NH2:55][C:56]1[S:57][CH:58]=[CH:59][N:60]=1. The catalyst is C(Cl)Cl. The product is [Cl:28][C:29]1[CH:30]=[C:31]([CH:44]([CH2:48][CH:49]2[CH2:54][CH2:53][CH2:52][CH2:51][CH2:50]2)[C:45]([NH:55][C:56]2[S:57][CH:58]=[CH:59][N:60]=2)=[O:46])[CH:32]=[CH:33][C:34]=1[N:35]1[C:39]([C:40]([F:43])([F:42])[F:41])=[N:38][N:37]=[N:36]1. The yield is 0.180. (2) The reactants are [CH:1]1([C:7]([N:9]([C:27]2[CH:32]=[CH:31][CH:30]=[CH:29][C:28]=2[O:33][C:34]([F:37])([F:36])[F:35])[CH2:10][CH2:11][N:12]2[CH2:17][CH2:16][N:15]([C:18]3[CH:23]=[CH:22][C:21]([OH:24])=[CH:20][C:19]=3[O:25][CH3:26])[CH2:14][CH2:13]2)=[O:8])[CH2:6][CH2:5][CH2:4][CH2:3][CH2:2]1.CCN(CC)CC.[CH3:45][C:46](Cl)=[O:47]. The catalyst is C(Cl)Cl. The product is [CH:1]1([C:7]([N:9]([C:27]2[CH:32]=[CH:31][CH:30]=[CH:29][C:28]=2[O:33][C:34]([F:36])([F:37])[F:35])[CH2:10][CH2:11][N:12]2[CH2:13][CH2:14][N:15]([C:18]3[CH:23]=[CH:22][C:21]([O:24][C:46](=[O:47])[CH3:45])=[CH:20][C:19]=3[O:25][CH3:26])[CH2:16][CH2:17]2)=[O:8])[CH2:6][CH2:5][CH2:4][CH2:3][CH2:2]1. The yield is 0.737. (3) The reactants are [NH2:1][C:2]1[CH:3]=[C:4]([CH:9]2[CH2:14][CH2:13][N:12]([C:15]([O:17][C:18]([CH3:21])([CH3:20])[CH3:19])=[O:16])[CH2:11][CH2:10]2)[C:5]([CH3:8])=[CH:6][CH:7]=1.[I:22][C:23]1[CH:35]=[CH:34][C:26]([O:27][CH2:28][CH2:29][CH2:30][C:31](O)=[O:32])=[CH:25][CH:24]=1.C1C=CC2N(O)N=NC=2C=1. The catalyst is CN(C)C=O. The product is [I:22][C:23]1[CH:35]=[CH:34][C:26]([O:27][CH2:28][CH2:29][CH2:30][C:31]([NH:1][C:2]2[CH:7]=[CH:6][C:5]([CH3:8])=[C:4]([CH:9]3[CH2:14][CH2:13][N:12]([C:15]([O:17][C:18]([CH3:21])([CH3:20])[CH3:19])=[O:16])[CH2:11][CH2:10]3)[CH:3]=2)=[O:32])=[CH:25][CH:24]=1. The yield is 0.590. (4) The reactants are [F:1][C:2]1[CH:7]=[CH:6][C:5]([C@:8]2([CH2:31]C(OC)=O)[O:13][C:12](=[O:14])[N:11]([C@H:15]([C:17]3[CH:22]=[CH:21][C:20](C4C=CC(=O)N(C)C=4)=[CH:19][CH:18]=3)[CH3:16])[CH2:10][CH2:9]2)=[CH:4][CH:3]=1.C([Mg][Br:39])C.[CH2:40]1[CH2:44][O:43]C[CH2:41]1. The catalyst is C(O[Ti](OC(C)C)(OC(C)C)OC(C)C)(C)C. The product is [Br:39][C:20]1[CH:21]=[CH:22][C:17]([C@@H:15]([N:11]2[CH2:10][CH2:9][C@@:8]([C:5]3[CH:6]=[CH:7][C:2]([F:1])=[CH:3][CH:4]=3)([CH2:31][C:44]3([OH:43])[CH2:41][CH2:40]3)[O:13][C:12]2=[O:14])[CH3:16])=[CH:18][CH:19]=1. The yield is 0.0200. (5) The reactants are [C:1]([NH:5][C:6]1[N:16]=[CH:15][C:14]2[C:13]3[S:17][CH:18]=[CH:19][C:12]=3[CH2:11][CH2:10][O:9][C:8]=2[CH:7]=1)([CH3:4])([CH3:3])[CH3:2].[C:20]([O:24][C:25](O[C:25]([O:24][C:20]([CH3:23])([CH3:22])[CH3:21])=[O:26])=[O:26])([CH3:23])([CH3:22])[CH3:21]. The catalyst is C(O)(C)(C)C. The product is [C:1]([N:5]([C:6]1[N:16]=[CH:15][C:14]2[C:13]3[S:17][CH:18]=[CH:19][C:12]=3[CH2:11][CH2:10][O:9][C:8]=2[CH:7]=1)[C:25](=[O:26])[O:24][C:20]([CH3:23])([CH3:22])[CH3:21])([CH3:4])([CH3:2])[CH3:3]. The yield is 0.760.